From a dataset of Reaction yield outcomes from USPTO patents with 853,638 reactions. Predict the reaction yield, written as a fraction of the theoretical maximum amount of product (1.0 means a 100% yield; for example, 0.34 means a 34% yield). (1) The reactants are [Cl:1][C:2]1[N:7]=[C:6](Cl)[CH:5]=[CH:4][N:3]=1.[C:9]([C:13]1[CH:17]=[C:16]([NH2:18])[NH:15][N:14]=1)([CH3:12])([CH3:11])[CH3:10].C(=O)([O-])[O-].[Na+].[Na+]. The catalyst is O1CCOCC1.C1C=CC(/C=C/C(/C=C/C2C=CC=CC=2)=O)=CC=1.C1C=CC(/C=C/C(/C=C/C2C=CC=CC=2)=O)=CC=1.C1C=CC(/C=C/C(/C=C/C2C=CC=CC=2)=O)=CC=1.[Pd].[Pd].C1(P(C2C=CC=CC=2)C2C3OC4C(=CC=CC=4P(C4C=CC=CC=4)C4C=CC=CC=4)C(C)(C)C=3C=CC=2)C=CC=CC=1. The product is [C:9]([C:13]1[CH:17]=[C:16]([NH2:18])[N:15]([C:6]2[CH:5]=[CH:4][N:3]=[C:2]([Cl:1])[N:7]=2)[N:14]=1)([CH3:12])([CH3:11])[CH3:10]. The yield is 0.350. (2) The reactants are [NH2:1][C:2]1[C:3]2[S:10][CH:9]=[C:8]([C:11]([NH:13][C:14]3[C:23]([CH3:24])=[CH:22][CH:21]=[C:20]4[C:15]=3[CH:16]=[CH:17][N:18]=[C:19]4[NH:25][C:26]3[CH:31]=[C:30]([C:32]([F:35])([F:34])[F:33])[CH:29]=[C:28]([N:36]4[CH:40]=[C:39]([CH3:41])[N:38]=[CH:37]4)[CH:27]=3)=[O:12])[C:4]=2[N:5]=[CH:6][N:7]=1.[CH:42]1(NC2C3SC=C(C(O)=O)C=3N=CN=2)[CH2:44][CH2:43]1. No catalyst specified. The product is [CH:42]1([NH:1][C:2]2[C:3]3[S:10][CH:9]=[C:8]([C:11]([NH:13][C:14]4[C:23]([CH3:24])=[CH:22][CH:21]=[C:20]5[C:15]=4[CH:16]=[CH:17][N:18]=[C:19]5[NH:25][C:26]4[CH:31]=[C:30]([C:32]([F:35])([F:34])[F:33])[CH:29]=[C:28]([N:36]5[CH:40]=[C:39]([CH3:41])[N:38]=[CH:37]5)[CH:27]=4)=[O:12])[C:4]=3[N:5]=[CH:6][N:7]=2)[CH2:44][CH2:43]1. The yield is 0.570. (3) The reactants are Br[C:2]1[CH:8]=[CH:7][C:5]([NH2:6])=[C:4]([N+:9]([O-:11])=[O:10])[CH:3]=1.[B:12]1([B:12]2[O:16][C:15]([CH3:18])([CH3:17])[C:14]([CH3:20])([CH3:19])[O:13]2)[O:16][C:15]([CH3:18])([CH3:17])[C:14]([CH3:20])([CH3:19])[O:13]1.C([O-])(=O)C.[K+].C(OCC)(=O)C.CCCCCC. The catalyst is CS(C)=O.C1C=CC(P(C2C=CC=CC=2)[C-]2C=CC=C2)=CC=1.C1C=CC(P(C2C=CC=CC=2)[C-]2C=CC=C2)=CC=1.Cl[Pd]Cl.[Fe+2]. The product is [N+:9]([C:4]1[CH:3]=[C:2]([B:12]2[O:16][C:15]([CH3:18])([CH3:17])[C:14]([CH3:20])([CH3:19])[O:13]2)[CH:8]=[CH:7][C:5]=1[NH2:6])([O-:11])=[O:10]. The yield is 0.750. (4) The reactants are [F:1][C:2]([F:40])([F:39])[CH:3]([C:30]1[CH:35]=[C:34]([Cl:36])[C:33]([Cl:37])=[C:32]([Cl:38])[CH:31]=1)/[CH:4]=[CH:5]/[C:6]1[CH:25]=[CH:24][C:9]([C:10]([NH:12][C:13]2([C:16](=O)[NH:17][CH2:18][C:19]([F:22])([F:21])[F:20])[CH2:15][CH2:14]2)=[O:11])=[C:8]([C:26]([F:29])([F:28])[F:27])[CH:7]=1.P12(SP3(SP(SP(S3)(S1)=S)(=S)S2)=S)=[S:42].C[Si](C)(C)O[Si](C)(C)C. The catalyst is C(Cl)Cl. The product is [F:1][C:2]([F:40])([F:39])[CH:3]([C:30]1[CH:35]=[C:34]([Cl:36])[C:33]([Cl:37])=[C:32]([Cl:38])[CH:31]=1)/[CH:4]=[CH:5]/[C:6]1[CH:25]=[CH:24][C:9]([C:10]([NH:12][C:13]2([C:16](=[S:42])[NH:17][CH2:18][C:19]([F:22])([F:21])[F:20])[CH2:15][CH2:14]2)=[O:11])=[C:8]([C:26]([F:29])([F:28])[F:27])[CH:7]=1. The yield is 0.180.